From a dataset of Catalyst prediction with 721,799 reactions and 888 catalyst types from USPTO. Predict which catalyst facilitates the given reaction. Reactant: Br[C:2]1[CH:3]=[C:4]([C:8]([CH3:12])([CH3:11])[C:9]#[N:10])[CH:5]=[CH:6][CH:7]=1.[B:13]1([B:13]2[O:17][C:16]([CH3:19])([CH3:18])[C:15]([CH3:21])([CH3:20])[O:14]2)[O:17][C:16]([CH3:19])([CH3:18])[C:15]([CH3:21])([CH3:20])[O:14]1.C([O-])(=O)C.[K+]. Product: [CH3:11][C:8]([C:4]1[CH:5]=[CH:6][CH:7]=[C:2]([B:13]2[O:17][C:16]([CH3:19])([CH3:18])[C:15]([CH3:21])([CH3:20])[O:14]2)[CH:3]=1)([CH3:12])[C:9]#[N:10]. The catalyst class is: 57.